Dataset: Experimentally validated miRNA-target interactions with 360,000+ pairs, plus equal number of negative samples. Task: Binary Classification. Given a miRNA mature sequence and a target amino acid sequence, predict their likelihood of interaction. (1) The miRNA is hsa-miR-3619-3p with sequence GGGACCAUCCUGCCUGCUGUGG. The protein sequence of the target gene is MDLKTAVFNAARDGKLRLLTKLLASKSKEEVSSLISEKTNGATPLLMAARYGHLDMVEFLLEQCSASIEVGGSVNFDGETIEGAPPLWAASAAGHLKVVQSLLNHGASVNNTTLTNSTPLRAACFDGHLEIVKYLVEHKADLEVSNRHGHTCLMISCYKGHKEIAQYLLEKGADVNRKSVKGNTALHDCAESGSLDIMKMLLMYCAKMEKDGYGMTPLLSASVTGHTNIVDFLTHHAQTSKTERINALELLGATFVDKKRDLLGALKYWKKAMNMRYSDRTNIISKPVPQTLIMAYDYAK.... Result: 0 (no interaction). (2) The miRNA is cel-miR-784-5p with sequence UGGCACAAUCUGCGUACGUAGA. The protein sequence of the target gene is MEVAMVSAESSGCNSHMPYGYAAQARARERERLAHSRAAAAAAVAAATAAVEGSGGSGGGSHHHHQSRGACTSHDPQSSRGSRRRRRQRSEKKKAHYRQSSFPHCSDLMPSGSEEKILRELSEEEEDEEEEEEEEEEGRFYYSEDDHGDECSYTDLLPQDEGGGGYSSVRYSDCCERVVINVSGLRFETQMKTLAQFPETLLGDPEKRTQYFDPLRNEYFFDRNRPSFDAILYYYQSGGRLKRPVNVPFDIFTEEVKFYQLGEEALLKFREDEGFVREEEDRALPENEFKKQIWLLFEYP.... Result: 0 (no interaction).